From a dataset of Peptide-MHC class I binding affinity with 185,985 pairs from IEDB/IMGT. Regression. Given a peptide amino acid sequence and an MHC pseudo amino acid sequence, predict their binding affinity value. This is MHC class I binding data. (1) The peptide sequence is AIFQSSMTK. The MHC is HLA-B54:01 with pseudo-sequence HLA-B54:01. The binding affinity (normalized) is 0. (2) The peptide sequence is MCNVYIPPY. The MHC is HLA-A33:01 with pseudo-sequence HLA-A33:01. The binding affinity (normalized) is 0.314.